This data is from Forward reaction prediction with 1.9M reactions from USPTO patents (1976-2016). The task is: Predict the product of the given reaction. Given the reactants O1[CH:5]=[CH:4][CH2:3][NH:2]1.[Cl-].[NH4+:7].[N-:8]=[N+:9]=[N-:10].[Na+].[C:12]([O:15][CH2:16][CH3:17])(=O)[CH3:13].[CH3:18][N:19](C)[CH:20]=[O:21], predict the reaction product. The product is: [N:2]1[CH:3]=[CH:4][CH:5]=[C:12]([O:15][C:16]2[CH2:17][CH2:20][O:21][N:7]=2)[CH:13]=1.[NH:8]1[CH:18]=[N:19][N:10]=[N:9]1.